Dataset: Full USPTO retrosynthesis dataset with 1.9M reactions from patents (1976-2016). Task: Predict the reactants needed to synthesize the given product. (1) Given the product [C:17]([O:16][C:15](=[O:21])[NH:14][CH:10]([CH2:9][C:4]1[CH:3]=[C:2]([F:1])[CH:7]=[C:6]([F:8])[CH:5]=1)[CH:11]([OH:12])[CH2:13][NH:35][CH:32]1[C:33]2[C:28](=[CH:27][CH:26]=[C:25]([CH2:24][C:23]([CH3:37])([CH3:36])[CH3:22])[CH:34]=2)[CH2:29][CH2:30][CH2:31]1)([CH3:20])([CH3:19])[CH3:18], predict the reactants needed to synthesize it. The reactants are: [F:1][C:2]1[CH:3]=[C:4]([CH2:9][C@H:10]([NH:14][C:15](=[O:21])[O:16][C:17]([CH3:20])([CH3:19])[CH3:18])[C@H:11]2[CH2:13][O:12]2)[CH:5]=[C:6]([F:8])[CH:7]=1.[CH3:22][C:23]([CH3:37])([CH3:36])[CH2:24][C:25]1[CH:34]=[C:33]2[C:28]([CH2:29][CH2:30][CH2:31][CH:32]2[NH2:35])=[CH:27][CH:26]=1. (2) Given the product [I:18][C:15]1[CH:16]=[CH:17][C:10]2[O:9][C:8]([C:6]([OH:7])=[O:5])=[C:12]([CH3:13])[C:11]=2[C:14]=1[O:19][CH3:20], predict the reactants needed to synthesize it. The reactants are: C([O:5][C:6]([C:8]1[O:9][C:10]2[CH:17]=[CH:16][C:15]([I:18])=[C:14]([O:19][CH3:20])[C:11]=2[C:12]=1[CH3:13])=[O:7])(C)(C)C.C(O)(C(F)(F)F)=O.ClCCl. (3) Given the product [BrH:1].[CH2:2]([N:5]1[C@@H:14]2[C@H:9]([CH2:10][C:11]3[C:18]([OH:19])=[C:17]([OH:20])[CH:16]=[CH:15][C:12]=3[CH2:13]2)[CH2:8][CH2:7][CH2:6]1)[CH2:3][CH3:4], predict the reactants needed to synthesize it. The reactants are: [BrH:1].[CH2:2]([N:5]1[C@H:14]2[C@@H:9]([CH2:10][C:11]3[C:18]([OH:19])=[C:17]([OH:20])[CH:16]=[CH:15][C:12]=3[CH2:13]2)[CH2:8][CH2:7][CH2:6]1)[CH2:3][CH3:4].Cl. (4) Given the product [Cl:1][C:2]1[CH:3]=[CH:4][C:5]([O:36][CH:37]([F:39])[F:38])=[C:6]([C:8]2[C:12]([NH:13][C:14]([C:16]3[CH:17]=[N:18][N:19]4[CH:24]=[CH:23][CH:22]=[N:21][C:20]=34)=[O:15])=[CH:11][N:10]([CH2:25][CH2:26][NH:27][C@H:28]([C:30]3[CH:35]=[CH:34][CH:33]=[CH:32][CH:31]=3)[CH3:29])[N:9]=2)[CH:7]=1, predict the reactants needed to synthesize it. The reactants are: [Cl:1][C:2]1[CH:3]=[CH:4][C:5]([O:36][CH:37]([F:39])[F:38])=[C:6]([C:8]2[C:12]([NH:13][C:14]([C:16]3[CH:17]=[N:18][N:19]4[CH:24]=[CH:23][CH:22]=[N:21][C:20]=34)=[O:15])=[CH:11][N:10]([CH2:25][CH2:26][NH:27][C@@H:28]([C:30]3[CH:35]=[CH:34][CH:33]=[CH:32][CH:31]=3)[CH3:29])[N:9]=2)[CH:7]=1.C1([C@@H](N)C)C=CC=CC=1. (5) The reactants are: [N:1]1[C:6]2[CH2:7][CH2:8][S:9][C:5]=2C(O)=[N:3][C:2]=1O.CCN(C1C=CC=CC=1)CC.P(Cl)(Cl)([Cl:25])=O.C1COCC1.Cl[CH2:34][Cl:35]. Given the product [Cl:25][C:2]1[N:3]=[C:34]([Cl:35])[C:5]2[S:9][CH:8]=[CH:7][C:6]=2[N:1]=1, predict the reactants needed to synthesize it.